Predict the reactants needed to synthesize the given product. From a dataset of Full USPTO retrosynthesis dataset with 1.9M reactions from patents (1976-2016). (1) Given the product [I:37][C:6]1[CH:7]=[C:8]2[C:3](=[CH:4][CH:5]=1)[C:2](=[O:1])[CH2:11][CH2:10][CH2:9]2, predict the reactants needed to synthesize it. The reactants are: [O:1]=[C:2]1[CH2:11][CH2:10][CH2:9][C:8]2[CH:7]=[C:6](NC(=O)C)[CH:5]=[CH:4][C:3]1=2.S(O)(O)(=O)=O.NC1C=C2C(=CC=1)C(=O)CCC2.N([O-])=O.[Na+].[I-:37].[K+]. (2) Given the product [CH3:28][C:25]1([CH3:27])[CH2:24][CH2:23][C:22]2=[C:18]([C:16](=[O:17])[CH2:15][CH2:14][C:10]3[CH:11]=[C:12]([CH3:13])[C:7]([CH2:6][CH2:5][C:4]([OH:35])=[O:3])=[C:8]([CH2:33][CH3:34])[CH:9]=3)[S:19][C:20]([C:29]([F:32])([F:30])[F:31])=[C:21]2[CH2:26]1, predict the reactants needed to synthesize it. The reactants are: C([O:3][C:4](=[O:35])[CH2:5][CH2:6][C:7]1[C:12]([CH3:13])=[CH:11][C:10]([CH2:14][CH2:15][C:16]([C:18]2[S:19][C:20]([C:29]([F:32])([F:31])[F:30])=[C:21]3[CH2:26][C:25]([CH3:28])([CH3:27])[CH2:24][CH2:23][C:22]=23)=[O:17])=[CH:9][C:8]=1[CH2:33][CH3:34])C. (3) Given the product [N:60]([CH2:26][C:25]1[C:20]2[S:19](=[O:31])(=[O:32])[N:18]=[C:17]([C:8]3[C:7](=[O:33])[N:6]([NH:5][CH2:4][CH:1]4[CH2:3][CH2:2]4)[C:15]4[C:10]([C:9]=3[OH:16])=[CH:11][CH:12]=[CH:13][CH:14]=4)[NH:22][C:21]=2[S:23][CH:24]=1)=[N+:61]=[N-:62], predict the reactants needed to synthesize it. The reactants are: [CH:1]1([CH2:4][NH:5][N:6]2[C:15]3[C:10](=[CH:11][CH:12]=[CH:13][CH:14]=3)[C:9]([OH:16])=[C:8]([C:17]3[NH:22][C:21]4[S:23][CH:24]=[C:25]([CH2:26]OCOC)[C:20]=4[S:19](=[O:32])(=[O:31])[N:18]=3)[C:7]2=[O:33])[CH2:3][CH2:2]1.Cl.N12CCCN=C1CCCCC2.C1(P([N:60]=[N+:61]=[N-:62])(C2C=CC=CC=2)=O)C=CC=CC=1. (4) The reactants are: [CH:1]1([OH:7])[CH2:6][CH2:5][CH2:4][CH2:3][CH2:2]1.C[Si]([N-][Si](C)(C)C)(C)C.[Na+].Br[CH2:19][CH:20]([O:23][CH3:24])[O:21][CH3:22]. Given the product [CH3:22][O:21][CH:20]([O:23][CH3:24])[CH2:19][O:7][CH:1]1[CH2:6][CH2:5][CH2:4][CH2:3][CH2:2]1, predict the reactants needed to synthesize it.